This data is from Blood-brain barrier permeability classification from the B3DB database. The task is: Regression/Classification. Given a drug SMILES string, predict its absorption, distribution, metabolism, or excretion properties. Task type varies by dataset: regression for continuous measurements (e.g., permeability, clearance, half-life) or binary classification for categorical outcomes (e.g., BBB penetration, CYP inhibition). Dataset: b3db_classification. (1) The drug is CON=C(C(=O)N[C@H]1C(=O)N2C(C(=O)O)=C(CSc3nc(C)c(CC(=O)O)s3)CS[C@@H]12)c1csc(N)n1. The result is 0 (does not penetrate BBB). (2) The compound is CC1C=CC=CC=CC=CC=CC=CC=CC(OC2OC(C)C(O)C(N)C2O)CC2OC(O)(CC(O)C(O)CCC(O)CC(O)CC(O)CC(=O)OC(C)C(C)C1O)CC(O)C2C(=O)O. The result is 0 (does not penetrate BBB). (3) The compound is CNc1cc(OC)c(C(=O)N[C@H]2CCN(Cc3ccccc3)[C@H]2C)cc1Cl. The result is 1 (penetrates BBB). (4) The compound is CC1(c2ccccc2)CC(=O)N(CN2CCOCC2)C1=O. The result is 1 (penetrates BBB). (5) The drug is OCCN1CCCN(CCCN2c3ccccc3Sc3cc(C(F)(F)F)ccc32)CC1. The result is 1 (penetrates BBB). (6) The compound is CC(C)(Oc1ccccc1)C(=O)NC1C(=O)N2C1SC(C)(C)C2C(=O)O. The result is 0 (does not penetrate BBB). (7) The molecule is CCCC(CCC)CCC[C@@H]1COCCN1CCO. The result is 1 (penetrates BBB). (8) The drug is C=CCCCCCC. The result is 1 (penetrates BBB).